Dataset: Catalyst prediction with 721,799 reactions and 888 catalyst types from USPTO. Task: Predict which catalyst facilitates the given reaction. Reactant: [F:1][C:2]1[CH:11]=[C:10]([F:12])[CH:9]=[C:8]2[C:3]=1[CH:4]([O:13][C:14]1[C:22]3[N:21]=[C:20]([CH3:23])[N:19](S(C4C=CC(C)=CC=4)(=O)=O)[C:18]=3[CH:17]=[C:16]([C:34]([N:36]([CH3:38])[CH3:37])=[O:35])[CH:15]=1)[CH2:5][CH2:6][O:7]2.[OH-].[Na+]. Product: [F:1][C:2]1[CH:11]=[C:10]([F:12])[CH:9]=[C:8]2[C:3]=1[CH:4]([O:13][C:14]1[C:22]3[N:21]=[C:20]([CH3:23])[NH:19][C:18]=3[CH:17]=[C:16]([C:34]([N:36]([CH3:37])[CH3:38])=[O:35])[CH:15]=1)[CH2:5][CH2:6][O:7]2. The catalyst class is: 83.